Dataset: Catalyst prediction with 721,799 reactions and 888 catalyst types from USPTO. Task: Predict which catalyst facilitates the given reaction. (1) Reactant: C(OC(=O)[NH:7][C@@H:8]([C@H:11]1[CH2:15][CH2:14][C@@H:13]([CH3:16])[O:12]1)[CH2:9][CH3:10])(C)(C)C.C(O)(C(F)(F)F)=O.[C:25]1([CH3:35])[CH:30]=[CH:29][C:28]([S:31]([OH:34])(=[O:33])=[O:32])=[CH:27][CH:26]=1. Product: [C:25]1([CH3:35])[CH:26]=[CH:27][C:28]([S:31]([OH:34])(=[O:32])=[O:33])=[CH:29][CH:30]=1.[CH3:16][C@H:13]1[O:12][C@@H:11]([C@H:8]([NH2:7])[CH2:9][CH3:10])[CH2:15][CH2:14]1. The catalyst class is: 91. (2) Reactant: [OH:1][C:2]1[CH:10]=[CH:9][C:8]2[N:7]3[CH2:11][CH2:12][CH:13]([CH2:14][C:15]([O:17][C:18]([CH3:21])([CH3:20])[CH3:19])=[O:16])[CH:6]3[CH2:5][C:4]=2[CH:3]=1. Product: [OH:1][C:2]1[CH:10]=[CH:9][C:8]2[N:7]3[CH2:11][CH2:12][CH:13]([CH2:14][C:15]([O:17][C:18]([CH3:21])([CH3:20])[CH3:19])=[O:16])[C:6]3=[CH:5][C:4]=2[CH:3]=1. The catalyst class is: 787. (3) Reactant: [H-].C([Al+]CC(C)C)C(C)C.C1(C)C=CC=CC=1.[NH2:18][C:19]([NH:21][C:22]1[NH:23][C:24]([C:30]2[CH:35]=[CH:34][C:33]([C:36](OCC)=[O:37])=[CH:32][CH:31]=2)=[CH:25][C:26]=1[C:27]([NH2:29])=[O:28])=[O:20].O. Product: [NH2:18][C:19]([NH:21][C:22]1[NH:23][C:24]([C:30]2[CH:35]=[CH:34][C:33]([CH2:36][OH:37])=[CH:32][CH:31]=2)=[CH:25][C:26]=1[C:27]([NH2:29])=[O:28])=[O:20]. The catalyst class is: 83. (4) Reactant: [Na].[CH3:2][O-].[Na+].C(O[C:8](=[O:24])[C:9]1[CH:14]=[CH:13][CH:12]=[C:11](OCCN2CCOCC2)[CH:10]=1)C.F[C:26](F)(F)[C:27]([OH:29])=O.[CH:32]1([NH:35][C:36](=[O:46])[C:37]2[CH:42]=[CH:41][C:40]([CH3:43])=[C:39]([NH:44][NH2:45])[CH:38]=2)[CH2:34][CH2:33]1.[CH:47]([N:50](C(C)C)CC)(C)C. Product: [NH2:50][C:47]1[N:44]([C:39]2[CH:38]=[C:37]([CH:42]=[CH:41][C:40]=2[CH3:43])[C:36]([NH:35][CH:32]2[CH2:34][CH2:33]2)=[O:46])[N:45]=[C:27]([O:29][CH3:2])[C:26]=1[C:8](=[O:24])[C:9]1[CH:10]=[CH:11][CH:12]=[CH:13][CH:14]=1. The catalyst class is: 169. (5) Reactant: [Cl:1][C:2]1[CH:3]=[C:4](C2C=CC(C(N3CCN(C)CC3)=O)=CC=2)[CH:5]=[CH:6][C:7]=1[CH2:8][CH:9]1[CH2:13][CH2:12][N:11]([CH:14]2[CH2:22][CH2:21][C:20]3[C:16](=[CH:17][NH:18][N:19]=3)[CH2:15]2)[C:10]1=[O:23].BrC1C=CC(CC2CCN(C3CCC4C(=CNN=4)C3)C2=O)=C([Cl:62])C=1.CN1CC[N:67]([C:70]([C:72]2[CH:77]=CC(B3OC(C)(C)C(C)(C)O3)=C[CH:73]=2)=O)CC1.[C:87]([O-:90])([O-])=O.[Na+].[Na+]. Product: [Cl:62][C:6]1[CH:5]=[C:4]([CH:3]=[C:2]([Cl:1])[C:7]=1[CH2:8][CH:9]1[CH2:13][CH2:12][N:11]([CH:14]2[CH2:22][CH2:21][C:20]3[C:16](=[CH:17][NH:18][N:19]=3)[CH2:15]2)[C:10]1=[O:23])[C:87]([NH:67][CH2:70][CH:72]([CH3:77])[CH3:73])=[O:90]. The catalyst class is: 73. (6) Reactant: [Cl:1][C:2]1[CH:7]=[CH:6][C:5]([OH:8])=[CH:4][C:3]=1[N+:9]([O-:11])=[O:10].Br[C:13]1[CH:14]=[CH:15][C:16]([N+:19]([O-:21])=[O:20])=[N:17][CH:18]=1.C(=O)([O-])[O-].[Cs+].[Cs+]. Product: [Cl:1][C:2]1[CH:7]=[CH:6][C:5]([O:8][C:13]2[CH:14]=[CH:15][C:16]([N+:19]([O-:21])=[O:20])=[N:17][CH:18]=2)=[CH:4][C:3]=1[N+:9]([O-:11])=[O:10]. The catalyst class is: 9. (7) The catalyst class is: 6. Reactant: [CH:1]1([CH2:8][C:9]([C:11]2[C:19]3[C:14](=[CH:15][CH:16]=[CH:17][C:18]=3[CH3:20])[NH:13][CH:12]=2)=[O:10])[CH2:7][CH2:6][CH2:5][CH2:4][CH2:3][CH2:2]1.C1(=O)O[CH2:24][CH2:23][O:22]1.C1CCN2C(=NCCC2)CC1. Product: [CH:1]1([CH2:8][C:9]([C:11]2[C:19]3[C:14](=[CH:15][CH:16]=[CH:17][C:18]=3[CH3:20])[N:13]([CH2:24][CH2:23][OH:22])[CH:12]=2)=[O:10])[CH2:7][CH2:6][CH2:5][CH2:4][CH2:3][CH2:2]1. (8) Reactant: [NH2:1][C@@H:2]1[CH2:6][CH2:5][N:4]([C:7]([C:9]2[N:10]=[C:11]3[C:16]([C:17]([F:20])([F:19])[F:18])=[CH:15][C:14]([C:21]4[CH:25]=[CH:24][O:23][CH:22]=4)=[CH:13][N:12]3[C:26]=2[Cl:27])=[O:8])[CH2:3]1.[Cl:28][CH2:29][CH2:30][C:31](O)=[O:32].CN(C(ON1N=NC2C=CC=NC1=2)=[N+](C)C)C.F[P-](F)(F)(F)(F)F.C(N(C(C)C)CC)(C)C. Product: [Cl:28][CH2:29][CH2:30][C:31]([NH:1][C@@H:2]1[CH2:6][CH2:5][N:4]([C:7]([C:9]2[N:10]=[C:11]3[C:16]([C:17]([F:19])([F:20])[F:18])=[CH:15][C:14]([C:21]4[CH:25]=[CH:24][O:23][CH:22]=4)=[CH:13][N:12]3[C:26]=2[Cl:27])=[O:8])[CH2:3]1)=[O:32]. The catalyst class is: 31. (9) Reactant: N[C:2]1[C:3]([C:9]([NH2:11])=[O:10])=[N:4][CH:5]=[C:6]([Br:8])[CH:7]=1.[F:12][B-](F)(F)F.N#[O+]. Product: [Br:8][C:6]1[CH:7]=[C:2]([F:12])[C:3]([C:9]([NH2:11])=[O:10])=[N:4][CH:5]=1. The catalyst class is: 2.